From a dataset of Catalyst prediction with 721,799 reactions and 888 catalyst types from USPTO. Predict which catalyst facilitates the given reaction. (1) Reactant: [OH:1][CH2:2][CH2:3][O:4][CH2:5][CH2:6][N:7]1[CH2:12][CH2:11][NH:10][CH2:9][CH2:8]1.C[Si]([N-][Si](C)(C)C)(C)C.[Li+].[CH:23]1([NH:26][C:27]([C:29]2[S:42][C:32]3=[N:33][C:34](S(C)=O)=[C:35]([Cl:38])[C:36]([CH3:37])=[C:31]3[C:30]=2[NH2:43])=[O:28])[CH2:25][CH2:24]1. Product: [CH:23]1([NH:26][C:27]([C:29]2[S:42][C:32]3=[N:33][C:34]([O:1][CH2:2][CH2:3][O:4][CH2:5][CH2:6][N:7]4[CH2:12][CH2:11][NH:10][CH2:9][CH2:8]4)=[C:35]([Cl:38])[C:36]([CH3:37])=[C:31]3[C:30]=2[NH2:43])=[O:28])[CH2:25][CH2:24]1. The catalyst class is: 1. (2) Reactant: [Cl:1][C:2]1[CH:7]=[CH:6][CH:5]=[CH:4][C:3]=1[N:8]1[C:12]([S:13][C:14]2[CH:15]=[N:16][CH:17]=[CH:18][CH:19]=2)=[CH:11][C:10]([C:20](OCC)=[O:21])=[N:9]1.[H-].C([Al+]CC(C)C)C(C)C.C1(C)C=CC=CC=1.O.O.O.O.O.O.O.O.O.O.[O-]S([O-])(=O)=O.[Na+].[Na+]. Product: [Cl:1][C:2]1[CH:7]=[CH:6][CH:5]=[CH:4][C:3]=1[N:8]1[C:12]([S:13][C:14]2[CH:15]=[N:16][CH:17]=[CH:18][CH:19]=2)=[CH:11][C:10]([CH:20]=[O:21])=[N:9]1. The catalyst class is: 7. (3) Reactant: [C:1]([CH2:4][S:5][C:6]1[N:11]=[C:10](OS(C(F)(F)F)(=O)=O)[CH:9]=[C:8]([CH2:20][CH2:21][CH3:22])[C:7]=1[C:23]#[N:24])(=[O:3])[NH2:2].Cl.Cl.Cl.[NH:28]1[CH2:33][CH2:32][CH:31]([NH:34][CH2:35][CH:36]([OH:45])[CH2:37][O:38][C:39]2[CH:44]=[CH:43][N:42]=[CH:41][CH:40]=2)[CH2:30][CH2:29]1.C[O-].[Na+].CO. Product: [NH2:24][C:23]1[C:7]2[C:6](=[N:11][C:10]([N:28]3[CH2:33][CH2:32][CH:31]([NH:34][CH2:35][CH:36]([OH:45])[CH2:37][O:38][C:39]4[CH:40]=[CH:41][N:42]=[CH:43][CH:44]=4)[CH2:30][CH2:29]3)=[CH:9][C:8]=2[CH2:20][CH2:21][CH3:22])[S:5][C:4]=1[C:1]([NH2:2])=[O:3]. The catalyst class is: 3. (4) Reactant: [OH:1][CH2:2][CH2:3][CH2:4][O:5][C:6]1[CH:7]=[C:8]([NH:12][C:13]2[CH:14]=[CH:15][C:16]([CH3:34])=[C:17]([C:19]3[S:23][C:22]([S:24][CH3:25])=[C:21]([C:26]#[N:27])[C:20]=3[C:28]3[CH:29]=[N:30][CH:31]=[CH:32][CH:33]=3)[CH:18]=2)[CH:9]=[CH:10][CH:11]=1.CCN(CC)CC.[CH3:42][S:43](Cl)(=[O:45])=[O:44].O. Product: [C:26]([C:21]1[C:20]([C:28]2[CH:29]=[N:30][CH:31]=[CH:32][CH:33]=2)=[C:19]([C:17]2[CH:18]=[C:13]([NH:12][C:8]3[CH:7]=[C:6]([CH:11]=[CH:10][CH:9]=3)[O:5][CH2:4][CH2:3][CH2:2][O:1][S:43]([CH3:42])(=[O:45])=[O:44])[CH:14]=[CH:15][C:16]=2[CH3:34])[S:23][C:22]=1[S:24][CH3:25])#[N:27]. The catalyst class is: 2. (5) Reactant: [CH2:1]([CH:8]1[CH2:13][CH2:12][N:11](C(OC(C)(C)C)=O)[CH:10]([CH3:21])[CH2:9]1)[C:2]1[CH:7]=[CH:6][CH:5]=[CH:4][CH:3]=1.[ClH:22]. Product: [ClH:22].[CH2:1]([CH:8]1[CH2:13][CH2:12][NH:11][CH:10]([CH3:21])[CH2:9]1)[C:2]1[CH:7]=[CH:6][CH:5]=[CH:4][CH:3]=1. The catalyst class is: 12. (6) Reactant: [C:1]([O:5][C:6]([N:8]([CH3:19])[C@H:9]([C:13]1[CH:18]=[CH:17][CH:16]=[CH:15][CH:14]=1)[C:10]([O-:12])=O)=[O:7])([CH3:4])([CH3:3])[CH3:2].C(Cl)CCl.[NH2:24][C:25]1[CH:26]=[C:27]2[C:32](=[CH:33][CH:34]=1)[CH:31]=[N:30][CH:29]=[CH:28]2. Product: [CH:31]1[C:32]2[C:27](=[CH:26][C:25]([NH:24][C:10](=[O:12])[C@H:9]([N:8]([CH3:19])[C:6](=[O:7])[O:5][C:1]([CH3:2])([CH3:3])[CH3:4])[C:13]3[CH:18]=[CH:17][CH:16]=[CH:15][CH:14]=3)=[CH:34][CH:33]=2)[CH:28]=[CH:29][N:30]=1. The catalyst class is: 239. (7) Reactant: [CH3:1][S:2]([OH:5])(=[O:4])=[O:3].O.[F:7][C:8]1[CH:13]=[CH:12][C:11]([C@@H:14]([N:16]2[CH2:21][CH2:20][CH2:19]/[C:18](=[CH:22]\[C:23]3[CH:28]=[CH:27][C:26]([N:29]4[CH:33]=[C:32]([CH3:34])[N:31]=[CH:30]4)=[C:25]([O:35][CH3:36])[CH:24]=3)/[C:17]2=[O:37])[CH3:15])=[CH:10][CH:9]=1. Product: [S:2]([OH:5])(=[O:4])(=[O:3])[CH3:1].[F:7][C:8]1[CH:13]=[CH:12][C:11]([C@@H:14]([N:16]2[CH2:21][CH2:20][CH2:19]/[C:18](=[CH:22]\[C:23]3[CH:28]=[CH:27][C:26]([N:29]4[CH:33]=[C:32]([CH3:34])[N:31]=[CH:30]4)=[C:25]([O:35][CH3:36])[CH:24]=3)/[C:17]2=[O:37])[CH3:15])=[CH:10][CH:9]=1. The catalyst class is: 13. (8) Reactant: [F:1][C:2]1[C:8]([F:9])=[CH:7][CH:6]=[CH:5][C:3]=1[NH2:4].[Br:10]N1C(=O)CCC1=O.O. Product: [Br:10][C:7]1[CH:6]=[CH:5][C:3]([NH2:4])=[C:2]([F:1])[C:8]=1[F:9]. The catalyst class is: 10. (9) Reactant: O=[CH:2][CH2:3][CH2:4][CH2:5][CH2:6][C:7]([O:9][CH2:10][CH3:11])=[O:8].[C:12]1([NH:18]N)[CH:17]=[CH:16][CH:15]=[CH:14][CH:13]=1. Product: [NH:18]1[C:12]2[C:13](=[CH:14][CH:15]=[CH:16][CH:17]=2)[C:3]([CH2:4][CH2:5][CH2:6][C:7]([O:9][CH2:10][CH3:11])=[O:8])=[CH:2]1. The catalyst class is: 8.